Dataset: Forward reaction prediction with 1.9M reactions from USPTO patents (1976-2016). Task: Predict the product of the given reaction. Given the reactants [C:1](Cl)(Cl)=[O:2].[NH2:5][C:6]1[CH:7]=[CH:8][C:9]([S:55]([C:58]([CH3:61])([CH3:60])[CH3:59])(=[O:57])=[O:56])=[C:10]([CH2:12][N:13]([CH3:54])[C:14]([CH:16]([NH:28][C:29]2[CH:30]=[C:31]3[C:36](=[CH:37][CH:38]=2)[C:35]([N:39]([C:47]([O:49][C:50]([CH3:53])([CH3:52])[CH3:51])=[O:48])[C:40](=[O:46])[O:41][C:42]([CH3:45])([CH3:44])[CH3:43])=[N:34][CH:33]=[CH:32]3)[C:17]2[CH:22]=[CH:21][C:20]([C@@H:23]([CH3:26])[CH2:24][OH:25])=[C:19]([CH3:27])[CH:18]=2)=[O:15])[CH:11]=1, predict the reaction product. The product is: [C:42]([O:41][C:40]([N:39]([C:35]1[C:36]2[C:31](=[CH:30][C:29]([NH:28][CH:16]3[C:14](=[O:15])[N:13]([CH3:54])[CH2:12][C:10]4[CH:11]=[C:6]([CH:7]=[CH:8][C:9]=4[S:55]([C:58]([CH3:61])([CH3:60])[CH3:59])(=[O:57])=[O:56])[NH:5][C:1](=[O:2])[O:25][CH2:24][C@H:23]([CH3:26])[C:20]4[CH:21]=[CH:22][C:17]3=[CH:18][C:19]=4[CH3:27])=[CH:38][CH:37]=2)[CH:32]=[CH:33][N:34]=1)[C:47](=[O:48])[O:49][C:50]([CH3:52])([CH3:53])[CH3:51])=[O:46])([CH3:43])([CH3:44])[CH3:45].